Dataset: Reaction yield outcomes from USPTO patents with 853,638 reactions. Task: Predict the reaction yield, written as a fraction of the theoretical maximum amount of product (1.0 means a 100% yield; for example, 0.34 means a 34% yield). (1) The product is [F:31][C:16]1[CH:17]=[C:18]([C:21]2[CH:26]=[CH:25][CH:24]=[CH:23][C:22]=2[S:27]([CH3:30])(=[O:28])=[O:29])[CH:19]=[CH:20][C:15]=1[NH:14][C:13]([CH:9]1[CH2:10][CH2:11][CH2:12][NH:8]1)=[O:32]. The yield is 1.00. The reactants are C(OC([N:8]1[CH2:12][CH2:11][CH2:10][CH:9]1[C:13](=[O:32])[NH:14][C:15]1[CH:20]=[CH:19][C:18]([C:21]2[CH:26]=[CH:25][CH:24]=[CH:23][C:22]=2[S:27]([CH3:30])(=[O:29])=[O:28])=[CH:17][C:16]=1[F:31])=O)(C)(C)C.FC(F)(F)C(O)=O. The catalyst is C(Cl)Cl.C(Cl)(Cl)Cl. (2) The reactants are C([C@@H]1COC(=O)N1[C@:14](CC(OC)=O)([CH2:18][C:19]1[CH:24]=[CH:23][C:22]([O:25][CH3:26])=[CH:21][C:20]=1[CH2:27][N:28]([C:34]([O:36]C(C)(C)C)=O)[CH2:29][C:30]([F:33])([F:32])[F:31])[C:15](N)=O)C1C=CC=CC=1.OO.O[Li].O.S([O-])([O-])=O.[Na+].[Na+].Cl.[CH2:58](N(CC)CC)C.[C:65]([O-:68])(O)=[O:66].[Na+].C1(P(N=[N+]=[N-])(C2C=CC=CC=2)=O)C=CC=CC=1. The catalyst is C1COCC1.O. The product is [CH3:26][O:25][C:22]1[CH:23]=[CH:24][C:19]2[CH2:18][C@@H:14]([CH2:15][C:65]([O:68][CH3:58])=[O:66])[C:34](=[O:36])[N:28]([CH2:29][C:30]([F:33])([F:32])[F:31])[CH2:27][C:20]=2[CH:21]=1. The yield is 0.840.